This data is from Reaction yield outcomes from USPTO patents with 853,638 reactions. The task is: Predict the reaction yield, written as a fraction of the theoretical maximum amount of product (1.0 means a 100% yield; for example, 0.34 means a 34% yield). (1) The yield is 0.360. The catalyst is CN(C=O)C.ClCCl. The product is [C:37]([C:35]1[CH:36]=[C:32]([NH:31][C:30](=[O:29])[NH:1][CH2:2][C:3]2[CH:24]=[C:23]([F:25])[CH:22]=[CH:21][C:4]=2[O:5][C:6]2[CH:7]=[C:8]3[C:12](=[CH:13][CH:14]=2)[N:11]([CH2:15][C:16]([N:18]([CH3:20])[CH3:19])=[O:17])[N:10]=[CH:9]3)[N:33]([C:41]2[CH:46]=[CH:45][C:44]([CH3:47])=[CH:43][CH:42]=2)[N:34]=1)([CH3:40])([CH3:38])[CH3:39]. The reactants are [NH2:1][CH2:2][C:3]1[CH:24]=[C:23]([F:25])[CH:22]=[CH:21][C:4]=1[O:5][C:6]1[CH:7]=[C:8]2[C:12](=[CH:13][CH:14]=1)[N:11]([CH2:15][C:16]([N:18]([CH3:20])[CH3:19])=[O:17])[N:10]=[CH:9]2.ClC(Cl)(Cl)C[O:29][C:30](=O)[NH:31][C:32]1[N:33]([C:41]2[CH:46]=[CH:45][C:44]([CH3:47])=[CH:43][CH:42]=2)[N:34]=[C:35]([C:37]([CH3:40])([CH3:39])[CH3:38])[CH:36]=1.CCN(C(C)C)C(C)C.CO. (2) The reactants are [N:1]1([C:6]2[CH:7]=[C:8]([CH:12]=[CH:13][CH:14]=2)[CH:9]=[N:10][OH:11])[CH:5]=[N:4][CH:3]=[N:2]1.[ClH:15].[O-]Cl.[Na+]. The catalyst is C1COCC1. The product is [OH:11][N:10]=[C:9]([Cl:15])[C:8]1[CH:12]=[CH:13][CH:14]=[C:6]([N:1]2[CH:5]=[N:4][CH:3]=[N:2]2)[CH:7]=1. The yield is 0.550. (3) The reactants are [NH2:1][C:2]1[C:7]2=[CH:8][C:9]([CH:11]([OH:13])[CH3:12])=[CH:10][N:6]2[N:5]=[CH:4][N:3]=1.[CH2:14]=O.O.[NH:17]1[CH2:22][CH2:21][O:20][CH2:19][CH2:18]1. The catalyst is CC(O)=O. The product is [NH2:1][C:2]1[C:7]2=[CH:8][C:9]([CH:11]([OH:13])[CH3:12])=[C:10]([CH2:14][N:17]3[CH2:22][CH2:21][O:20][CH2:19][CH2:18]3)[N:6]2[N:5]=[CH:4][N:3]=1. The yield is 0.670. (4) The yield is 0.700. The product is [O:11]=[C:10]1[CH2:9][CH2:8][CH2:7][CH:6]1[CH2:4][CH2:23][C:22]([O:25][CH2:26][CH3:27])=[O:24]. The reactants are CCO[C:4]([CH:6]1[C:10](=[O:11])[CH2:9][CH2:8][CH2:7]1)=O.C(#N)C=C.CCCCCC.[C:22]([O:25][CH2:26][CH3:27])(=[O:24])[CH3:23]. The catalyst is O1CCOCC1. (5) The reactants are [Br:1][C:2]1[CH:7]=[C:6]([C:8]([CH3:11])([CH3:10])[CH3:9])[CH:5]=[C:4]([CH2:12][CH3:13])[C:3]=1[OH:14].CCCCCC.C([Li])CCC.[CH3:26][O:27][CH2:28]Cl. The catalyst is O1CCCC1. The product is [Br:1][C:2]1[C:3]([O:14][CH2:26][O:27][CH3:28])=[C:4]([CH2:12][CH3:13])[CH:5]=[C:6]([C:8]([CH3:9])([CH3:10])[CH3:11])[CH:7]=1. The yield is 0.820. (6) The reactants are [Cl-].O[NH3+:3].[C:4](=[O:7])([O-])[OH:5].[Na+].CS(C)=O.[CH2:13]([C:17]1[N:18]=[C:19]([CH3:48])[N:20]([CH2:39][C:40]2[CH:41]=[N:42][C:43]([CH2:46][CH3:47])=[CH:44][CH:45]=2)[C:21](=[O:38])[C:22]=1[CH2:23][C:24]1[CH:29]=[CH:28][C:27]([C:30]2[C:31]([C:36]#[N:37])=[CH:32][CH:33]=[CH:34][CH:35]=2)=[CH:26][CH:25]=1)[CH2:14][CH2:15][CH3:16]. The catalyst is C(OCC)(=O)C. The product is [CH2:13]([C:17]1[N:18]=[C:19]([CH3:48])[N:20]([CH2:39][C:40]2[CH:41]=[N:42][C:43]([CH2:46][CH3:47])=[CH:44][CH:45]=2)[C:21](=[O:38])[C:22]=1[CH2:23][C:24]1[CH:25]=[CH:26][C:27]([C:30]2[CH:35]=[CH:34][CH:33]=[CH:32][C:31]=2[C:36]2[NH:3][C:4](=[O:7])[O:5][N:37]=2)=[CH:28][CH:29]=1)[CH2:14][CH2:15][CH3:16]. The yield is 0.360. (7) The reactants are [Cl:1][C:2]1[CH:3]=[CH:4][C:5]([O:15][CH2:16][C:17]2[CH:22]=[CH:21][CH:20]=[C:19]([F:23])[C:18]=2[F:24])=[C:6]([C:8](=O)[CH2:9][CH2:10][C:11](=O)[CH3:12])[CH:7]=1.[CH3:25][O:26][C:27](=[O:36])[C:28]1[CH:33]=[C:32]([NH2:34])[CH:31]=[C:30]([NH2:35])[CH:29]=1.CC1C=CC(S(O)(=O)=O)=CC=1. The catalyst is C(#N)C.C(Cl)Cl. The product is [CH3:25][O:26][C:27](=[O:36])[C:28]1[CH:29]=[C:30]([NH2:35])[CH:31]=[C:32]([N:34]2[C:11]([CH3:12])=[CH:10][CH:9]=[C:8]2[C:6]2[CH:7]=[C:2]([Cl:1])[CH:3]=[CH:4][C:5]=2[O:15][CH2:16][C:17]2[CH:22]=[CH:21][CH:20]=[C:19]([F:23])[C:18]=2[F:24])[CH:33]=1. The yield is 0.500. (8) The reactants are Br[C:2]1[CH:8]=[C:7]([N+:9]([O-:11])=[O:10])[CH:6]=[CH:5][C:3]=1[NH2:4].[C:12]([CH:14]1[CH2:16][CH2:15]1)#[CH:13]. The catalyst is C(N(CC)CC)C.[Cu]I.Cl[Pd](Cl)([P](C1C=CC=CC=1)(C1C=CC=CC=1)C1C=CC=CC=1)[P](C1C=CC=CC=1)(C1C=CC=CC=1)C1C=CC=CC=1. The product is [CH:14]1([C:12]#[C:13][C:2]2[CH:8]=[C:7]([N+:9]([O-:11])=[O:10])[CH:6]=[CH:5][C:3]=2[NH2:4])[CH2:16][CH2:15]1. The yield is 0.230. (9) The reactants are [CH2:1]([C@@H:8]([C@H:58]([OH:77])[CH2:59][N:60]([S:65]([C:68]1[CH:73]=[CH:72][C:71]([N+:74]([O-])=O)=[CH:70][CH:69]=1)(=[O:67])=[O:66])[CH2:61][CH:62]([CH3:64])[CH3:63])[NH:9][C:10](=[O:57])[O:11][CH2:12][CH2:13][CH2:14][NH:15][C:16](=[O:56])[CH2:17][O:18][C:19]1[CH:20]=[C:21]([C@H:25]([O:38][C:39]([C@@H:41]2[CH2:46][CH2:45][CH2:44][CH2:43][N:42]2[C:47](=[O:55])[C:48](=[O:54])[C:49]([CH3:53])([CH3:52])[CH2:50][CH3:51])=[O:40])[CH2:26][CH2:27][C:28]2[CH:33]=[CH:32][C:31]([O:34][CH3:35])=[C:30]([O:36][CH3:37])[CH:29]=2)[CH:22]=[CH:23][CH:24]=1)[C:2]1[CH:7]=[CH:6][CH:5]=[CH:4][CH:3]=1. The catalyst is C(O)C.[Ni]. The product is [NH2:74][C:71]1[CH:70]=[CH:69][C:68]([S:65]([N:60]([CH2:61][CH:62]([CH3:63])[CH3:64])[CH2:59][C@@H:58]([OH:77])[C@H:8]([CH2:1][C:2]2[CH:7]=[CH:6][CH:5]=[CH:4][CH:3]=2)[NH:9][C:10](=[O:57])[O:11][CH2:12][CH2:13][CH2:14][NH:15][C:16](=[O:56])[CH2:17][O:18][C:19]2[CH:20]=[C:21]([C@H:25]([O:38][C:39]([C@@H:41]3[CH2:46][CH2:45][CH2:44][CH2:43][N:42]3[C:47](=[O:55])[C:48](=[O:54])[C:49]([CH3:52])([CH3:53])[CH2:50][CH3:51])=[O:40])[CH2:26][CH2:27][C:28]3[CH:33]=[CH:32][C:31]([O:34][CH3:35])=[C:30]([O:36][CH3:37])[CH:29]=3)[CH:22]=[CH:23][CH:24]=2)(=[O:66])=[O:67])=[CH:73][CH:72]=1. The yield is 0.400.